Dataset: Forward reaction prediction with 1.9M reactions from USPTO patents (1976-2016). Task: Predict the product of the given reaction. (1) Given the reactants C(NC(C)C)(C)C.C([Li])CCC.[CH2:13]([SnH:17]([CH2:22][CH2:23][CH2:24][CH3:25])[CH2:18][CH2:19][CH2:20][CH3:21])[CH2:14][CH2:15][CH3:16].[CH2:26]=[O:27], predict the reaction product. The product is: [CH2:22]([Sn:17]([CH2:26][OH:27])([CH2:13][CH2:14][CH2:15][CH3:16])[CH2:18][CH2:19][CH2:20][CH3:21])[CH2:23][CH2:24][CH3:25]. (2) Given the reactants [CH3:1][CH:2]([C@H:4]([CH2:20][C@H:21]([NH2:39])[C@@H:22]([OH:38])[CH2:23][C@H:24]([C:28]([NH:30][CH2:31][C:32]([C:35]([NH2:37])=[O:36])([CH3:34])[CH3:33])=[O:29])[CH:25]([CH3:27])[CH3:26])[CH2:5][C:6]1[CH:7]=[CH:8][C:9]([O:18][CH3:19])=[C:10]([O:12][CH2:13][CH2:14][CH2:15][O:16][CH3:17])[CH:11]=1)[CH3:3].C=O.O.Cl[CH2:44]Cl, predict the reaction product. The product is: [NH2:37][C:35](=[O:36])[C:32]([CH3:33])([CH3:34])[CH2:31][NH:30][C:28]([C@H:24]([CH:25]([CH3:26])[CH3:27])[CH2:23][C@@H:22]1[O:38][CH2:44][NH:39][C@H:21]1[CH2:20][C@H:4]([CH2:5][C:6]1[CH:7]=[CH:8][C:9]([O:18][CH3:19])=[C:10]([O:12][CH2:13][CH2:14][CH2:15][O:16][CH3:17])[CH:11]=1)[CH:2]([CH3:1])[CH3:3])=[O:29].